This data is from Full USPTO retrosynthesis dataset with 1.9M reactions from patents (1976-2016). The task is: Predict the reactants needed to synthesize the given product. (1) Given the product [F:24][C:21]1[CH:22]=[CH:23][C:18]([N:15]2[C:16](=[O:17])[CH:13]([CH2:12][CH2:11][CH:10]([C:33]3[CH:38]=[CH:37][C:36]([F:39])=[CH:35][CH:34]=3)[OH:9])[CH:14]2[C:25]2[CH:26]=[C:27]([CH:30]=[CH:31][CH:32]=2)[C:28]#[N:29])=[CH:19][CH:20]=1, predict the reactants needed to synthesize it. The reactants are: Cl.[Si]([O:9][CH:10]([C:33]1[CH:38]=[CH:37][C:36]([F:39])=[CH:35][CH:34]=1)[CH2:11][CH2:12][CH:13]1[C:16](=[O:17])[N:15]([C:18]2[CH:23]=[CH:22][C:21]([F:24])=[CH:20][CH:19]=2)[CH:14]1[C:25]1[CH:26]=[C:27]([CH:30]=[CH:31][CH:32]=1)[C:28]#[N:29])(C(C)(C)C)(C)C.C(=O)(O)[O-].[Na+]. (2) The reactants are: C1(S([N:10]2[C:18]3[C:13](=[CH:14][C:15]([NH2:19])=[CH:16][CH:17]=3)[CH:12]=[C:11]2[C:20](=[O:36])[CH2:21][CH2:22][CH:23]2[CH2:28][CH2:27][N:26]([CH2:29][C:30]3[CH:35]=[CH:34][CH:33]=[CH:32][CH:31]=3)[CH2:25][CH2:24]2)(=O)=O)C=CC=CC=1. Given the product [NH2:19][C:15]1[CH:14]=[C:13]2[C:18](=[CH:17][CH:16]=1)[NH:10][C:11]([C:20](=[O:36])[CH2:21][CH2:22][CH:23]1[CH2:24][CH2:25][N:26]([CH2:29][C:30]3[CH:31]=[CH:32][CH:33]=[CH:34][CH:35]=3)[CH2:27][CH2:28]1)=[CH:12]2, predict the reactants needed to synthesize it. (3) Given the product [NH:35]1[C:36]2[C:32](=[CH:31][CH:30]=[C:29]([NH:28][C:2]3[N:7]=[C:6]([N:10]4[CH2:18][CH2:17][CH2:16][CH:12]([C:13]([NH2:15])=[O:14])[CH2:11]4)[C:5]([F:9])=[CH:4][N:3]=3)[CH:37]=2)[CH:33]=[N:34]1, predict the reactants needed to synthesize it. The reactants are: Cl[C:2]1[N:7]=[C:6](Cl)[C:5]([F:9])=[CH:4][N:3]=1.[NH:10]1[CH2:18][CH2:17][CH2:16][CH:12]([C:13]([NH2:15])=[O:14])[CH2:11]1.CCN(C(C)C)C(C)C.[NH2:28][C:29]1[CH:37]=[C:36]2[C:32]([CH:33]=[N:34][NH:35]2)=[CH:31][CH:30]=1.